Predict the reactants needed to synthesize the given product. From a dataset of Full USPTO retrosynthesis dataset with 1.9M reactions from patents (1976-2016). Given the product [CH3:1][O:2][C:3]1[CH:4]=[C:5]([NH:9][C:10]2[C:15]([C:16]3[N:24]=[C:23]([CH3:25])[N:22]=[C:21]4[C:17]=3[N:18]=[CH:19][NH:20]4)=[CH:14][CH:13]=[CH:12][N:11]=2)[CH:6]=[N:7][CH:8]=1, predict the reactants needed to synthesize it. The reactants are: [CH3:1][O:2][C:3]1[CH:4]=[C:5]([NH:9][C:10]2[C:15]([C:16]3[N:24]=[C:23]([CH3:25])[N:22]=[C:21]4[C:17]=3[N:18]=[CH:19][N:20]4C3CCCCO3)=[CH:14][CH:13]=[CH:12][N:11]=2)[CH:6]=[N:7][CH:8]=1.FC(F)(F)C(O)=O.